Dataset: Catalyst prediction with 721,799 reactions and 888 catalyst types from USPTO. Task: Predict which catalyst facilitates the given reaction. (1) Reactant: [Cl-].[CH2:2]([N+:6]1[CH:10]=[CH:9][N:8]([CH3:11])[CH:7]=1)[CH2:3][CH2:4][CH3:5].[F:12][C:13]([F:18])([F:17])[C:14]([OH:16])=[O:15].O1CCOCC1. Product: [F:12][C:13]([F:18])([F:17])[C:14]([O-:16])=[O:15].[CH2:2]([N+:6]1[CH:10]=[CH:9][N:8]([CH3:11])[CH:7]=1)[CH2:3][CH2:4][CH3:5]. The catalyst class is: 127. (2) Reactant: [Cl:1][C:2]1[CH:7]=[CH:6][CH:5]=[CH:4][C:3]=1[C:8]1[CH:9]=[N:10][C:11]2[N:12]([N:21]=[C:22](S(C)(=O)=O)[C:23]=2[C:24](=[O:31])[NH:25][CH:26]2[CH2:30][CH2:29][CH2:28][CH2:27]2)[C:13]=1[C:14]1[CH:19]=[CH:18][C:17]([Cl:20])=[CH:16][CH:15]=1.[N-:36]=[N+:37]=[N-:38].[Na+]. Product: [N:36]([C:22]1[C:23]([C:24](=[O:31])[NH:25][CH:26]2[CH2:30][CH2:29][CH2:28][CH2:27]2)=[C:11]2[N:10]=[CH:9][C:8]([C:3]3[CH:4]=[CH:5][CH:6]=[CH:7][C:2]=3[Cl:1])=[C:13]([C:14]3[CH:19]=[CH:18][C:17]([Cl:20])=[CH:16][CH:15]=3)[N:12]2[N:21]=1)=[N+:37]=[N-:38]. The catalyst class is: 391. (3) Reactant: Cl.[F:2][C:3]1([F:13])[CH2:7][NH:6][C@H:5]([CH2:8][CH2:9][C:10]([OH:12])=[O:11])[CH2:4]1.[Br:14][C:15]1[CH:20]=[C:19]([F:21])[CH:18]=[CH:17][C:16]=1[CH:22]1[C:27]([C:28]([O:30][CH2:31][CH3:32])=[O:29])=[C:26]([CH2:33]Br)[NH:25][C:24]([C:35]2[N:36]([CH3:40])[CH:37]=[CH:38][N:39]=2)=[N:23]1.C([O-])([O-])=O.[K+].[K+].C(O)C. Product: [Br:14][C:15]1[CH:20]=[C:19]([F:21])[CH:18]=[CH:17][C:16]=1[CH:22]1[N:23]=[C:24]([C:35]2[N:36]([CH3:40])[CH:37]=[CH:38][N:39]=2)[NH:25][C:26]([CH2:33][N:6]2[CH2:7][C:3]([F:2])([F:13])[CH2:4][C@H:5]2[CH2:8][CH2:9][C:10]([OH:12])=[O:11])=[C:27]1[C:28]([O:30][CH2:31][CH3:32])=[O:29]. The catalyst class is: 3. (4) Reactant: C(Cl)(=O)C(Cl)=O.CS(C)=O.[C:11]([Si:15]([CH3:51])([CH3:50])[O:16][CH:17]([CH:20]1[O:24][C:23]([CH3:26])([CH3:25])[O:22][CH:21]1[CH:27]([OH:49])[CH2:28][O:29][C:30]([C:43]1[CH:48]=[CH:47][CH:46]=[CH:45][CH:44]=1)([C:37]1[CH:42]=[CH:41][CH:40]=[CH:39][CH:38]=1)[C:31]1[CH:36]=[CH:35][CH:34]=[CH:33][CH:32]=1)[CH:18]=[CH2:19])([CH3:14])([CH3:13])[CH3:12].CCN(CC)CC. Product: [C:11]([Si:15]([CH3:51])([CH3:50])[O:16][CH:17]([CH:20]1[O:24][C:23]([CH3:25])([CH3:26])[O:22][CH:21]1[C:27](=[O:49])[CH2:28][O:29][C:30]([C:31]1[CH:32]=[CH:33][CH:34]=[CH:35][CH:36]=1)([C:43]1[CH:44]=[CH:45][CH:46]=[CH:47][CH:48]=1)[C:37]1[CH:38]=[CH:39][CH:40]=[CH:41][CH:42]=1)[CH:18]=[CH2:19])([CH3:12])([CH3:13])[CH3:14]. The catalyst class is: 34. (5) Reactant: [OH-].[Na+].[C:3]([O:7][C@@H:8]([C:15]1[C:16]([CH3:47])=[N:17][C:18]([CH3:46])=[C:19]([C:30]2[CH:35]=[CH:34][C:33]([O:36][CH2:37][CH2:38][C:39]3[CH:44]=[CH:43][C:42]([F:45])=[CH:41][CH:40]=3)=[CH:32][CH:31]=2)[C:20]=1[N:21]1[CH2:26][CH2:25][C:24]([CH2:28][CH3:29])([CH3:27])[CH2:23][CH2:22]1)[C:9]([O:11]C(C)C)=[O:10])([CH3:6])([CH3:5])[CH3:4].Cl. Product: [C:3]([O:7][C@@H:8]([C:15]1[C:16]([CH3:47])=[N:17][C:18]([CH3:46])=[C:19]([C:30]2[CH:31]=[CH:32][C:33]([O:36][CH2:37][CH2:38][C:39]3[CH:44]=[CH:43][C:42]([F:45])=[CH:41][CH:40]=3)=[CH:34][CH:35]=2)[C:20]=1[N:21]1[CH2:26][CH2:25][C:24]([CH2:28][CH3:29])([CH3:27])[CH2:23][CH2:22]1)[C:9]([OH:11])=[O:10])([CH3:6])([CH3:4])[CH3:5]. The catalyst class is: 8. (6) Reactant: O=C1CCC(=O)N1[O:8][C:9](=O)[CH2:10][CH2:11][CH:12]([NH:20][C:21](=[O:47])[CH2:22][CH2:23][CH2:24][CH2:25][CH2:26][CH2:27][CH2:28][CH2:29][CH2:30][CH2:31][CH2:32][CH2:33][CH2:34][CH2:35][CH2:36][CH2:37][CH2:38][CH2:39][C:40]([O:42][C:43]([CH3:46])([CH3:45])[CH3:44])=[O:41])[C:13]([O:15][C:16]([CH3:19])([CH3:18])[CH3:17])=[O:14].[NH2:49][CH2:50][CH2:51][O:52][CH2:53][CH2:54][O:55][CH2:56][C:57]([NH:59][CH2:60][CH2:61][O:62][CH2:63][CH2:64][O:65][CH2:66][C:67]([OH:69])=[O:68])=[O:58].NCCOCCOCC(O)=O. Product: [C:43]([O:42][C:40](=[O:41])[CH2:39][CH2:38][CH2:37][CH2:36][CH2:35][CH2:34][CH2:33][CH2:32][CH2:31][CH2:30][CH2:29][CH2:28][CH2:27][CH2:26][CH2:25][CH2:24][CH2:23][CH2:22][C:21](=[O:47])[NH:20][C@H:12]([C:13]([O:15][C:16]([CH3:19])([CH3:18])[CH3:17])=[O:14])[CH2:11][CH2:10][C:9](=[O:8])[NH:49][CH2:50][CH2:51][O:52][CH2:53][CH2:54][O:55][CH2:56][C:57](=[O:58])[NH:59][CH2:60][CH2:61][O:62][CH2:63][CH2:64][O:65][CH2:66][C:67]([OH:69])=[O:68])([CH3:46])([CH3:44])[CH3:45]. The catalyst class is: 8. (7) Product: [CH2:24]([N:21]1[C:18]2=[N:19][CH:20]=[C:15]([C:13]3[O:12][N:11]=[C:10]([CH2:9][N:8]4[CH2:2][CH2:3][CH2:4][CH2:5][C:6]4=[O:7])[N:14]=3)[C:16]([NH:26][CH:27]3[CH2:32][CH2:31][O:30][CH2:29][CH2:28]3)=[C:17]2[CH:23]=[N:22]1)[CH3:25]. Reactant: Cl[CH2:2][CH2:3][CH2:4][CH2:5][C:6]([NH:8][CH2:9][C:10]1[N:14]=[C:13]([C:15]2[C:16]([NH:26][CH:27]3[CH2:32][CH2:31][O:30][CH2:29][CH2:28]3)=[C:17]3[CH:23]=[N:22][N:21]([CH2:24][CH3:25])[C:18]3=[N:19][CH:20]=2)[O:12][N:11]=1)=[O:7].[H-].[Na+]. The catalyst class is: 35.